Dataset: CYP2D6 inhibition data for predicting drug metabolism from PubChem BioAssay. Task: Regression/Classification. Given a drug SMILES string, predict its absorption, distribution, metabolism, or excretion properties. Task type varies by dataset: regression for continuous measurements (e.g., permeability, clearance, half-life) or binary classification for categorical outcomes (e.g., BBB penetration, CYP inhibition). Dataset: cyp2d6_veith. (1) The molecule is C=C(C)C#C[C@@](O)(C(=O)OC1CCN(C)CC1)c1ccccc1. The result is 0 (non-inhibitor). (2) The compound is Cc1ccc(SCC(=O)Nc2ccc(N3CCN(c4ccccc4)CC3)c(F)c2)cc1. The result is 0 (non-inhibitor). (3) The molecule is CCOP(=O)(OCC)C(NC(=O)C(Cl)Cl)C(Cl)(Cl)Cl. The result is 0 (non-inhibitor). (4) The compound is CCCc1nnc(SCC(=O)O)n1/N=C/c1ccc2c(c1)OCO2. The result is 0 (non-inhibitor). (5) The compound is CCOc1ccc(NC(=O)N2CCC(c3ccc(C)cc3)C2)cc1. The result is 0 (non-inhibitor). (6) The drug is Cc1cn([C@@H]2C[C@H](N=[N+]=N)[C@H](CO)O2)c(=O)[nH]c1=O. The result is 0 (non-inhibitor).